Task: Binary Classification. Given a T-cell receptor sequence (or CDR3 region) and an epitope sequence, predict whether binding occurs between them.. Dataset: TCR-epitope binding with 47,182 pairs between 192 epitopes and 23,139 TCRs (1) The epitope is GLIYNRMGAVTTEV. The TCR CDR3 sequence is CASSQDARGPDEQYF. Result: 0 (the TCR does not bind to the epitope). (2) The epitope is LPPIVAKEI. The TCR CDR3 sequence is CASRLRLGAYNEQFF. Result: 0 (the TCR does not bind to the epitope).